Dataset: Forward reaction prediction with 1.9M reactions from USPTO patents (1976-2016). Task: Predict the product of the given reaction. (1) Given the reactants [F:1][C:2]1[CH:7]=[CH:6][C:5]([C:8]2[CH:13]=[CH:12][C:11]([OH:14])=[CH:10][CH:9]=2)=[CH:4][CH:3]=1.[CH2:15]([O:17][C:18]([C:20]1([CH2:34]I)[CH2:24][CH2:23][N:22]([C:25](=[O:33])[C:26]2[CH:31]=[CH:30][C:29]([F:32])=[CH:28][CH:27]=2)[CH2:21]1)=[O:19])[CH3:16], predict the reaction product. The product is: [CH2:15]([O:17][C:18]([C:20]1([CH2:34][O:14][C:11]2[CH:12]=[CH:13][C:8]([C:5]3[CH:4]=[CH:3][C:2]([F:1])=[CH:7][CH:6]=3)=[CH:9][CH:10]=2)[CH2:24][CH2:23][N:22]([C:25](=[O:33])[C:26]2[CH:27]=[CH:28][C:29]([F:32])=[CH:30][CH:31]=2)[CH2:21]1)=[O:19])[CH3:16]. (2) Given the reactants [CH3:1][C:2]1[CH:7]=[CH:6][N:5]=[C:4]([NH:8][C:9]([NH2:11])=[S:10])[CH:3]=1.Br[CH2:13][C:14]([C:16]1[S:17][C:18]([C:21]2[CH:26]=[CH:25][CH:24]=[CH:23][N:22]=2)=[CH:19][CH:20]=1)=O, predict the reaction product. The product is: [CH3:1][C:2]1[CH:7]=[CH:6][N:5]=[C:4]([NH:8][C:9]2[S:10][CH:13]=[C:14]([C:16]3[S:17][C:18]([C:21]4[CH:26]=[CH:25][CH:24]=[CH:23][N:22]=4)=[CH:19][CH:20]=3)[N:11]=2)[CH:3]=1. (3) Given the reactants [OH:1][C@H:2]1[C@@H:6]([CH2:7][NH:8][C:9]([O:11][CH2:12][C:13]2[CH:18]=[CH:17][CH:16]=[CH:15][CH:14]=2)=[O:10])[CH2:5][N:4](C(OC(C)(C)C)=O)[CH2:3]1.FC(F)(F)C(O)=O.CO.CC[NH+](CC)CC.CC[NH+](CC)CC.C([O-])([O-])=O, predict the reaction product. The product is: [OH:1][C@@H:2]1[CH2:3][NH:4][CH2:5][C@@H:6]1[CH2:7][NH:8][C:9](=[O:10])[O:11][CH2:12][C:13]1[CH:18]=[CH:17][CH:16]=[CH:15][CH:14]=1.